Task: Predict the product of the given reaction.. Dataset: Forward reaction prediction with 1.9M reactions from USPTO patents (1976-2016) (1) Given the reactants Cl[C:2]1[C:11]2[C:6](=[C:7]([C:13]([NH:15][C:16]3[C:21]([F:22])=[CH:20][CH:19]=[C:18]([NH:23][S:24]([CH2:27][CH2:28][CH3:29])(=[O:26])=[O:25])[C:17]=3[F:30])=[O:14])[CH:8]=[C:9]([CH3:12])[CH:10]=2)[N:5]=[CH:4][N:3]=1.[NH3:31], predict the reaction product. The product is: [F:30][C:17]1[C:18]([NH:23][S:24]([CH2:27][CH2:28][CH3:29])(=[O:26])=[O:25])=[CH:19][CH:20]=[C:21]([F:22])[C:16]=1[NH:15][C:13]([C:7]1[CH:8]=[C:9]([CH3:12])[CH:10]=[C:11]2[C:6]=1[N:5]=[CH:4][N:3]=[C:2]2[NH2:31])=[O:14]. (2) Given the reactants [C:1]([OH:8])(=[O:7])[CH2:2][CH2:3][CH2:4][C:5]#[CH:6].[C:9](OCC)(=O)C, predict the reaction product. The product is: [CH3:9][O:7][C:1](=[O:8])[CH2:2][CH2:3][CH2:4][C:5]#[CH:6]. (3) Given the reactants C([O:3][C:4](=[O:21])[CH2:5][NH:6][C:7]([C:9]1[CH:14]=[CH:13][C:12]([C:15]2[CH:20]=[CH:19][CH:18]=[CH:17][CH:16]=2)=[CH:11][N:10]=1)=[O:8])C.CO.O.O[Li].O, predict the reaction product. The product is: [C:15]1([C:12]2[CH:13]=[CH:14][C:9]([C:7]([NH:6][CH2:5][C:4]([OH:21])=[O:3])=[O:8])=[N:10][CH:11]=2)[CH:16]=[CH:17][CH:18]=[CH:19][CH:20]=1. (4) Given the reactants C([O:3][C:4](=[O:25])[C:5]1[CH:10]=[CH:9][C:8]([S:11][C:12]2[CH:17]=[CH:16][CH:15]=[CH:14][C:13]=2[C:18]([O:20]C)=[O:19])=[C:7]([N+:22]([O-])=O)[CH:6]=1)C.[Li+].[OH-], predict the reaction product. The product is: [NH2:22][C:7]1[CH:6]=[C:5]([CH:10]=[CH:9][C:8]=1[S:11][C:12]1[CH:17]=[CH:16][CH:15]=[CH:14][C:13]=1[C:18]([OH:20])=[O:19])[C:4]([OH:25])=[O:3]. (5) Given the reactants [Cl:1][C:2]1[C:11]2[C:6](=[CH:7][C:8]([O:13][CH3:14])=[C:9]([OH:12])[CH:10]=2)[N:5]=[CH:4][N:3]=1.[C:15]([O:19][C:20]([N:22]1[CH2:26][CH2:25][CH:24]([CH2:27]O)[CH2:23]1)=[O:21])([CH3:18])([CH3:17])[CH3:16], predict the reaction product. The product is: [Cl:1][C:2]1[C:11]2[C:6](=[CH:7][C:8]([O:13][CH3:14])=[C:9]([O:12][CH2:27][CH:24]3[CH2:25][CH2:26][N:22]([C:20]([O:19][C:15]([CH3:16])([CH3:18])[CH3:17])=[O:21])[CH2:23]3)[CH:10]=2)[N:5]=[CH:4][N:3]=1. (6) The product is: [C:21]([NH:1][CH2:2][CH2:3][CH2:4][CH2:5][CH2:6][CH2:7][CH2:8][CH2:9][CH2:10][CH2:11][CH2:12][C:13]([OH:15])=[O:14])([O:20][C:17]([CH3:19])([CH3:18])[CH3:16])=[O:22]. Given the reactants [NH2:1][CH2:2][CH2:3][CH2:4][CH2:5][CH2:6][CH2:7][CH2:8][CH2:9][CH2:10][CH2:11][CH2:12][C:13]([OH:15])=[O:14].[CH3:16][C:17]([O:20][C:21](O[C:21]([O:20][C:17]([CH3:19])([CH3:18])[CH3:16])=[O:22])=[O:22])([CH3:19])[CH3:18].C(O)(=O)CC(CC(O)=O)(C(O)=O)O, predict the reaction product. (7) Given the reactants [C:1](#[N:3])[CH3:2].[Li]CCCC.[CH3:9][C:10]1[C:14]([C:15]2[CH:27]=[N:26][C:25]3[C:24]4[CH:23]=[CH:22][C:21]([C:28](OC)=[O:29])=[CH:20][C:19]=4[N:18]([C@H:32]([C:39]4[CH:44]=[CH:43][CH:42]=[CH:41][CH:40]=4)[CH:33]4[CH2:38][CH2:37][O:36][CH2:35][CH2:34]4)[C:17]=3[CH:16]=2)=[C:13]([CH3:45])[O:12][N:11]=1, predict the reaction product. The product is: [CH3:9][C:10]1[C:14]([C:15]2[CH:27]=[N:26][C:25]3[C:24]4[CH:23]=[CH:22][C:21]([C:28](=[O:29])[CH2:2][C:1]#[N:3])=[CH:20][C:19]=4[N:18]([C@H:32]([C:39]4[CH:40]=[CH:41][CH:42]=[CH:43][CH:44]=4)[CH:33]4[CH2:38][CH2:37][O:36][CH2:35][CH2:34]4)[C:17]=3[CH:16]=2)=[C:13]([CH3:45])[O:12][N:11]=1.